Dataset: Catalyst prediction with 721,799 reactions and 888 catalyst types from USPTO. Task: Predict which catalyst facilitates the given reaction. (1) Reactant: C([Li])CCC.[CH3:6][N:7]1[CH:11]=[CH:10][N:9]=[CH:8]1.[C:12]([CH:20]1[CH2:25][CH2:24][N:23]([C:26]([O:28][C:29]([CH3:32])([CH3:31])[CH3:30])=[O:27])[CH2:22][CH2:21]1)(=[O:19])[C:13]1[CH:18]=[CH:17][CH:16]=[CH:15][CH:14]=1.CCCCCC.C(OCC)(=O)C. Product: [OH:19][C:12]([C:8]1[N:7]([CH3:6])[CH:11]=[CH:10][N:9]=1)([C:13]1[CH:14]=[CH:15][CH:16]=[CH:17][CH:18]=1)[CH:20]1[CH2:25][CH2:24][N:23]([C:26]([O:28][C:29]([CH3:31])([CH3:32])[CH3:30])=[O:27])[CH2:22][CH2:21]1. The catalyst class is: 7. (2) Reactant: [CH2:1]([O:3][C:4]([CH:6]1[CH2:10][CH2:9][N:8](CC2C=CC=CC=2)[CH2:7]1)=[O:5])[CH3:2]. Product: [CH2:1]([O:3][C:4]([CH:6]1[CH2:10][CH2:9][NH:8][CH2:7]1)=[O:5])[CH3:2]. The catalyst class is: 29.